Dataset: Forward reaction prediction with 1.9M reactions from USPTO patents (1976-2016). Task: Predict the product of the given reaction. (1) Given the reactants [Br:1][C:2]1[CH:7]=[CH:6][C:5]([C:8]2[N:13]([CH2:14][C:15]3[CH:20]=[CH:19][C:18]([CH3:21])=[CH:17][C:16]=3[CH3:22])[C:12](=[O:23])[C:11](C(O)=O)=[C:10]([C:27]([F:30])([F:29])[F:28])[CH:9]=2)=[CH:4][CH:3]=1, predict the reaction product. The product is: [Br:1][C:2]1[CH:7]=[CH:6][C:5]([C:8]2[N:13]([CH2:14][C:15]3[CH:20]=[CH:19][C:18]([CH3:21])=[CH:17][C:16]=3[CH3:22])[C:12](=[O:23])[CH:11]=[C:10]([C:27]([F:30])([F:28])[F:29])[CH:9]=2)=[CH:4][CH:3]=1. (2) Given the reactants Cl.[CH2:2]([O:9][C:10]([CH:12]1[CH2:17][CH2:16][NH:15][CH2:14][CH2:13]1)=[O:11])[C:3]1[CH:8]=[CH:7][CH:6]=[CH:5][CH:4]=1.C(N(CC)CC)C.[CH3:25][S:26](Cl)(=[O:28])=[O:27], predict the reaction product. The product is: [CH2:2]([O:9][C:10]([CH:12]1[CH2:17][CH2:16][N:15]([S:26]([CH3:25])(=[O:28])=[O:27])[CH2:14][CH2:13]1)=[O:11])[C:3]1[CH:4]=[CH:5][CH:6]=[CH:7][CH:8]=1. (3) The product is: [Cl:12][C:6]1[N:7]=[CH:8][C:9]2[C:4]([CH:5]=1)=[CH:3][C:2]([C:18]([O:20][CH2:21][CH3:22])=[CH2:19])=[CH:11][CH:10]=2. Given the reactants Br[C:2]1[CH:3]=[C:4]2[C:9](=[CH:10][CH:11]=1)[CH:8]=[N:7][C:6]([Cl:12])=[CH:5]2.C([Sn](CCCC)(CCCC)[C:18]([O:20][CH2:21][CH3:22])=[CH2:19])CCC, predict the reaction product. (4) Given the reactants [CH3:1][O:2][C:3]1[N:4]=[CH:5][C:6]([C:9](=[O:11])[CH3:10])=[N:7][CH:8]=1.[Br-:12].[Br-].[Br-].C([N+](CCCC)(CCCC)CCCC)CCC.C([N+](CCCC)(CCCC)CCCC)CCC.C([N+](CCCC)(CCCC)CCCC)CCC.S([O-])([O-])(=O)=S.[Na+].[Na+], predict the reaction product. The product is: [Br:12][CH2:10][C:9]([C:6]1[CH:5]=[N:4][C:3]([O:2][CH3:1])=[CH:8][N:7]=1)=[O:11]. (5) The product is: [Cl:1][C:2]1[CH:3]=[C:4]2[C:8](=[CH:9][CH:10]=1)[NH:7][C:6]([CH3:11])=[C:5]2[CH2:12][C:13]1[C:15]2[C:16](=[CH:20][CH:21]=[CH:22][CH:23]=2)[C:17](=[O:18])[NH:25][N:24]=1. Given the reactants [Cl:1][C:2]1[CH:3]=[C:4]2[C:8](=[CH:9][CH:10]=1)[NH:7][C:6]([CH3:11])=[C:5]2[CH2:12][C:13]([C:15]1[CH:23]=[CH:22][CH:21]=[CH:20][C:16]=1[C:17](O)=[O:18])=O.[NH2:24][NH2:25], predict the reaction product. (6) Given the reactants [Br:1][C:2]1[CH:23]=[C:22]([Cl:24])[CH:21]=[CH:20][C:3]=1[CH2:4][CH2:5][NH:6][CH2:7][C:8]([C:10]1[CH:15]=[CH:14][CH:13]=[CH:12][C:11]=1[NH:16][C:17](=[O:19])[CH3:18])=[O:9].[BH4-].[Na+], predict the reaction product. The product is: [Br:1][C:2]1[CH:23]=[C:22]([Cl:24])[CH:21]=[CH:20][C:3]=1[CH2:4][CH2:5][NH:6][CH2:7][CH:8]([C:10]1[CH:15]=[CH:14][CH:13]=[CH:12][C:11]=1[NH:16][C:17](=[O:19])[CH3:18])[OH:9]. (7) Given the reactants [NH:1]([CH2:3][C:4]([OH:6])=[O:5])[CH3:2].[CH3:7][CH:8]([CH3:27])[C:9]([O:11][CH:12]([O:16][C:17](ON1C(=O)CCC1=O)=[O:18])[CH:13]([CH3:15])[CH3:14])=[O:10], predict the reaction product. The product is: [CH3:2][N:1]([C:17]([O:16][CH:12]([O:11][C:9](=[O:10])[CH:8]([CH3:27])[CH3:7])[CH:13]([CH3:15])[CH3:14])=[O:18])[CH2:3][C:4]([OH:6])=[O:5].